This data is from Reaction yield outcomes from USPTO patents with 853,638 reactions. The task is: Predict the reaction yield, written as a fraction of the theoretical maximum amount of product (1.0 means a 100% yield; for example, 0.34 means a 34% yield). (1) The reactants are [Cl:1][C:2]1[CH:3]=[C:4]([CH:19]=[CH:20][C:21]=1[O:22][CH:23]([CH3:25])[CH3:24])[C:5](OC1C(F)=C(F)C(F)=C(F)C=1F)=[O:6].[NH:26]([CH2:28][CH2:29][C:30]#[N:31])[NH2:27].[CH2:32]([O:39][C:40]1[CH:47]=[CH:46][C:43]([CH:44]=O)=[CH:42][CH:41]=1)[C:33]1[CH:38]=[CH:37][CH:36]=[CH:35][CH:34]=1.C([BH3-])#N.[Na+].O.C1(C)C=CC(S(O)(=O)=O)=CC=1. The catalyst is CO. The product is [Cl:1][C:2]1[CH:3]=[C:4]([CH:19]=[CH:20][C:21]=1[O:22][CH:23]([CH3:25])[CH3:24])[C:5]([NH:27][N:26]([CH2:28][CH2:29][C:30]#[N:31])[CH2:44][C:43]1[CH:46]=[CH:47][C:40]([O:39][CH2:32][C:33]2[CH:38]=[CH:37][CH:36]=[CH:35][CH:34]=2)=[CH:41][CH:42]=1)=[O:6]. The yield is 0.610. (2) The reactants are [H-].[Na+].[NH:3]1[CH:7]=[C:6]([CH:8]=[O:9])[N:5]=[CH:4]1.[H][H].Br[CH2:13][C:14]([O:16][CH2:17][CH3:18])=[O:15]. The catalyst is O1CCCC1.C(O)C. The product is [CH:8]([C:6]1[N:5]=[CH:4][N:3]([CH2:13][C:14]([O:16][CH2:17][CH3:18])=[O:15])[CH:7]=1)=[O:9]. The yield is 0.690. (3) The reactants are C(OC([N:8]1[CH2:15][CH:14]2[CH:10]([CH2:11][N:12]([C:16]3[CH:17]=[N:18][C:19]([O:25][C:26]4[CH:31]=[CH:30][C:29]([O:32][C:33]5[CH:38]=[CH:37][CH:36]=[C:35]([F:39])[CH:34]=5)=[CH:28][CH:27]=4)=[C:20]([C:22](=[O:24])[NH2:23])[CH:21]=3)[CH2:13]2)[CH2:9]1)=O)(C)(C)C.Cl. The catalyst is C(Cl)Cl.O1CCOCC1. The product is [F:39][C:35]1[CH:34]=[C:33]([CH:38]=[CH:37][CH:36]=1)[O:32][C:29]1[CH:30]=[CH:31][C:26]([O:25][C:19]2[N:18]=[CH:17][C:16]([N:12]3[CH2:11][CH:10]4[CH:14]([CH2:15][NH:8][CH2:9]4)[CH2:13]3)=[CH:21][C:20]=2[C:22]([NH2:23])=[O:24])=[CH:27][CH:28]=1. The yield is 0.922. (4) The reactants are [CH:1]1([Mg]Br)[CH2:3][CH2:2]1.[C:6]([O:10][C:11](=[O:22])[NH:12][C@H:13]([C:15]1[CH:20]=[CH:19][C:18](Br)=[CH:17][N:16]=1)[CH3:14])([CH3:9])([CH3:8])[CH3:7].[Cl-].[NH4+]. The catalyst is C1COCC1.[Zn+2].[Br-].[Br-].C1C=CC([P]([Pd]([P](C2C=CC=CC=2)(C2C=CC=CC=2)C2C=CC=CC=2)([P](C2C=CC=CC=2)(C2C=CC=CC=2)C2C=CC=CC=2)[P](C2C=CC=CC=2)(C2C=CC=CC=2)C2C=CC=CC=2)(C2C=CC=CC=2)C2C=CC=CC=2)=CC=1. The product is [C:6]([O:10][C:11](=[O:22])[NH:12][C@H:13]([C:15]1[CH:20]=[CH:19][C:18]([CH:1]2[CH2:3][CH2:2]2)=[CH:17][N:16]=1)[CH3:14])([CH3:9])([CH3:8])[CH3:7]. The yield is 0.780.